Dataset: Forward reaction prediction with 1.9M reactions from USPTO patents (1976-2016). Task: Predict the product of the given reaction. Given the reactants CCN(S(F)(F)[F:7])CC.[C:10]([O:14][C:15]([N:17]1[CH2:21][CH2:20][C:19]([C:23]2[CH:24]=[N:25][CH:26]=[C:27]([Br:29])[CH:28]=2)(O)[CH2:18]1)=[O:16])([CH3:13])([CH3:12])[CH3:11].C([O-])(O)=O.[Na+], predict the reaction product. The product is: [C:10]([O:14][C:15]([N:17]1[CH2:21][CH2:20][C:19]([C:23]2[CH:24]=[N:25][CH:26]=[C:27]([Br:29])[CH:28]=2)([F:7])[CH2:18]1)=[O:16])([CH3:13])([CH3:12])[CH3:11].